From a dataset of Full USPTO retrosynthesis dataset with 1.9M reactions from patents (1976-2016). Predict the reactants needed to synthesize the given product. (1) Given the product [OH:31][C:32]1([C:39]2[CH:40]=[CH:41][CH:42]=[CH:43][CH:44]=2)[CH2:33][CH2:34][CH:35]([N:8]2[CH2:9][CH:10]([NH:12][C:13](=[O:30])[CH2:14][NH:15][C:16]3[C:24]4[C:19](=[CH:20][CH:21]=[C:22]([C:25]([F:27])([F:26])[F:28])[CH:23]=4)[N:18]([CH3:29])[N:17]=3)[CH2:11]2)[CH2:36][CH2:37]1, predict the reactants needed to synthesize it. The reactants are: OC(C(F)(F)F)=O.[NH:8]1[CH2:11][CH:10]([NH:12][C:13](=[O:30])[CH2:14][NH:15][C:16]2[C:24]3[C:19](=[CH:20][CH:21]=[C:22]([C:25]([F:28])([F:27])[F:26])[CH:23]=3)[N:18]([CH3:29])[N:17]=2)[CH2:9]1.[OH:31][C:32]1([C:39]2[CH:44]=[CH:43][CH:42]=[CH:41][CH:40]=2)[CH2:37][CH2:36][C:35](=O)[CH2:34][CH2:33]1. (2) Given the product [Cl:8][C:7]1[C:2]([CH:16]2[CH2:21][CH2:20][O:19][CH2:18][CH2:17]2)=[N:3][CH:4]=[CH:5][N:6]=1, predict the reactants needed to synthesize it. The reactants are: Cl[C:2]1[C:7]([Cl:8])=[N:6][CH:5]=[CH:4][N:3]=1.ClC1C=C([CH:16]2[CH2:21][CH2:20][O:19][CH2:18][CH2:17]2)N=CN=1.C(OCC)(=O)C.[Cl-].[NH4+]. (3) Given the product [Cl:1][C:2]1[CH:20]=[C:19]([F:21])[C:18]([N:22]2[C:27](=[O:28])[CH:26]=[C:25]([C:29]([F:30])([F:31])[F:32])[N:24]([CH3:33])[C:23]2=[O:34])=[CH:17][C:3]=1[O:4][C:5]1[CH:16]=[CH:15][CH:14]=[CH:13][C:6]=1[O:7][CH:8]([CH3:12])[C:9]([O:11][CH2:17][CH2:3][CH2:2][CH2:20][CH3:19])=[O:10], predict the reactants needed to synthesize it. The reactants are: [Cl:1][C:2]1[CH:20]=[C:19]([F:21])[C:18]([N:22]2[C:27](=[O:28])[CH:26]=[C:25]([C:29]([F:32])([F:31])[F:30])[N:24]([CH3:33])[C:23]2=[O:34])=[CH:17][C:3]=1[O:4][C:5]1[CH:16]=[CH:15][CH:14]=[CH:13][C:6]=1[O:7][CH:8]([CH3:12])[C:9]([OH:11])=[O:10].S(Cl)(Cl)=O. (4) Given the product [N:13]1([CH2:19][CH2:20][NH:21][C:2]2[C:11]([F:12])=[CH:10][CH:9]=[CH:8][C:3]=2[C:4]([O:6][CH3:7])=[O:5])[CH2:18][CH2:17][CH2:16][CH2:15][CH2:14]1, predict the reactants needed to synthesize it. The reactants are: F[C:2]1[C:11]([F:12])=[CH:10][CH:9]=[CH:8][C:3]=1[C:4]([O:6][CH3:7])=[O:5].[N:13]1([CH2:19][CH2:20][NH2:21])[CH2:18][CH2:17][CH2:16][CH2:15][CH2:14]1.CCOC(C)=O. (5) Given the product [CH2:1]([C:3]1[CH:8]=[CH:7][CH:6]=[C:5]([CH2:9][CH3:10])[C:4]=1[C:11]1[N:12]=[C:13]([CH3:42])[C:14]([CH2:30][O:31][C:32]2[CH:37]=[C:36]([CH:38]([CH3:39])[CH3:40])[CH:35]=[CH:34][C:33]=2[CH3:41])=[C:15]([C:17]2[CH2:22][CH2:21][NH:20][CH2:19][CH:18]=2)[N:16]=1)[CH3:2], predict the reactants needed to synthesize it. The reactants are: [CH2:1]([C:3]1[CH:8]=[CH:7][CH:6]=[C:5]([CH2:9][CH3:10])[C:4]=1[C:11]1[N:16]=[C:15]([C:17]2[CH2:22][CH2:21][N:20](C(OC(C)(C)C)=O)[CH2:19][CH:18]=2)[C:14]([CH2:30][O:31][C:32]2[CH:37]=[C:36]([CH:38]([CH3:40])[CH3:39])[CH:35]=[CH:34][C:33]=2[CH3:41])=[C:13]([CH3:42])[N:12]=1)[CH3:2].C(O)(C(F)(F)F)=O. (6) Given the product [CH3:9][O:10][C:11]1[CH:12]=[C:13]([CH:15]=[CH:16][CH:17]=1)[N:14]=[CH:7][C:2]1[CH:3]=[N:4][CH:5]=[CH:6][N:1]=1, predict the reactants needed to synthesize it. The reactants are: [N:1]1[CH:6]=[CH:5][N:4]=[CH:3][C:2]=1[CH:7]=O.[CH3:9][O:10][C:11]1[CH:12]=[C:13]([CH:15]=[CH:16][CH:17]=1)[NH2:14].